Predict the product of the given reaction. From a dataset of Forward reaction prediction with 1.9M reactions from USPTO patents (1976-2016). (1) Given the reactants [C:1]1([C@H:7]([O:9][C:10](=[O:26])[NH:11][C:12]2[C:13]([CH3:25])=[N:14][O:15][C:16]=2[C:17]2[CH:22]=[CH:21][C:20]([CH2:23]Cl)=[CH:19][CH:18]=2)[CH3:8])[CH:6]=[CH:5][CH:4]=[CH:3][CH:2]=1.[C:27]([O-:30])(=[O:29])[CH3:28].[K+].[I-].[Na+], predict the reaction product. The product is: [C:27]([O:30][CH2:23][C:20]1[CH:21]=[CH:22][C:17]([C:16]2[O:15][N:14]=[C:13]([CH3:25])[C:12]=2[NH:11][C:10]([O:9][C@@H:7]([C:1]2[CH:6]=[CH:5][CH:4]=[CH:3][CH:2]=2)[CH3:8])=[O:26])=[CH:18][CH:19]=1)(=[O:29])[CH3:28]. (2) Given the reactants [Cl:1][C:2]1[CH:27]=[C:26]([Cl:28])[CH:25]=[CH:24][C:3]=1[CH2:4][NH:5][C:6]1[C:7]2[S:23][CH:22]=[CH:21][C:8]=2[N:9]=[C:10]([C:12]2[CH:17]=[CH:16][C:15]([CH2:18][CH2:19][OH:20])=[CH:14][CH:13]=2)[N:11]=1.[CH3:29][S:30](Cl)(=[O:32])=[O:31].C(N(CC)CC)C.C(OCC)(=O)C, predict the reaction product. The product is: [Cl:1][C:2]1[CH:27]=[C:26]([Cl:28])[CH:25]=[CH:24][C:3]=1[CH2:4][NH:5][C:6]1[C:7]2[S:23][CH:22]=[CH:21][C:8]=2[N:9]=[C:10]([C:12]2[CH:17]=[CH:16][C:15]([CH2:18][CH2:19][O:20][S:30]([CH3:29])(=[O:32])=[O:31])=[CH:14][CH:13]=2)[N:11]=1. (3) Given the reactants [C:1](Cl)(=[O:7])[CH:2]=[CH:3][CH:4]=[CH:5][CH3:6].[C:9]1([C:15]#[C:16][C:17]2[CH:35]=[CH:34][C:20]([C:21]([NH:23][C:24]3[CH:29]=[CH:28][CH:27]=[CH:26][C:25]=3[S:30](=[O:33])(=[O:32])[NH2:31])=[O:22])=[CH:19][CH:18]=2)[CH:14]=[CH:13][CH:12]=[CH:11][CH:10]=1, predict the reaction product. The product is: [C:9]1([C:15]#[C:16][C:17]2[CH:35]=[CH:34][C:20]([C:21]([NH:23][C:24]3[CH:29]=[CH:28][CH:27]=[CH:26][C:25]=3[S:30]([NH:31][C:1](=[O:7])/[CH:2]=[CH:3]/[CH:4]=[CH:5][CH3:6])(=[O:33])=[O:32])=[O:22])=[CH:19][CH:18]=2)[CH:10]=[CH:11][CH:12]=[CH:13][CH:14]=1. (4) The product is: [CH3:17][O:18][C:19](=[O:36])[CH2:20][CH:21]1[C:25]2=[C:26]([S:9][C:10]3[CH:11]=[CH:12][C:13]([Cl:16])=[CH:14][CH:15]=3)[C:27]3[C:28]([Br:35])=[CH:29][C:30]([O:33][CH3:34])=[CH:31][C:32]=3[N:24]2[CH2:23][CH2:22]1. Given the reactants [Cl:16][C:13]1[CH:14]=[CH:15][C:10]([S:9][S:9][C:10]2[CH:15]=[CH:14][C:13]([Cl:16])=[CH:12][CH:11]=2)=[CH:11][CH:12]=1.[CH3:17][O:18][C:19](=[O:36])[CH2:20][CH:21]1[C:25]2=[CH:26][C:27]3[C:28]([Br:35])=[CH:29][C:30]([O:33][CH3:34])=[CH:31][C:32]=3[N:24]2[CH2:23][CH2:22]1.C([O-])(O)=O.[Na+], predict the reaction product. (5) Given the reactants FC(F)(F)S(O[C:7]1[C:8]([C:22]#[N:23])=[C:9]2[CH2:19][C:18]([CH3:21])([CH3:20])[O:17][CH2:16][C:10]2=[C:11]([CH:13]2[CH2:15][CH2:14]2)[N:12]=1)(=O)=O.[CH:26]([C@@H:29]1[CH2:34][NH:33][CH2:32][CH2:31][NH:30]1)([CH3:28])[CH3:27].C(N(CC)CC)C, predict the reaction product. The product is: [CH:13]1([C:11]2[C:10]3[CH2:16][O:17][C:18]([CH3:21])([CH3:20])[CH2:19][C:9]=3[C:8]([C:22]#[N:23])=[C:7]([N:33]3[CH2:32][CH2:31][NH:30][C@H:29]([CH:26]([CH3:28])[CH3:27])[CH2:34]3)[N:12]=2)[CH2:15][CH2:14]1. (6) Given the reactants [CH3:1][N:2]([CH3:16])[C:3]1([C:10]2[CH:15]=[CH:14][CH:13]=[CH:12][CH:11]=2)[CH2:8][CH2:7][CH:6]([NH2:9])[CH2:5][CH2:4]1.[Cl-].COC1N=C(OC)N=C([N+]2(C)CCOCC2)N=1.[NH:35]1[C:43]2[C:38](=[CH:39][CH:40]=[CH:41][CH:42]=2)[C:37]([CH2:44][C:45]([NH:47][C@H:48]([C:53](O)=[O:54])[CH2:49][CH:50]([CH3:52])[CH3:51])=[O:46])=[CH:36]1, predict the reaction product. The product is: [CH3:1][N:2]([CH3:16])[C:3]1([C:10]2[CH:15]=[CH:14][CH:13]=[CH:12][CH:11]=2)[CH2:8][CH2:7][CH:6]([NH:9][C:53](=[O:54])[CH:48]([NH:47][C:45](=[O:46])[CH2:44][C:37]2[C:38]3[C:43](=[CH:42][CH:41]=[CH:40][CH:39]=3)[NH:35][CH:36]=2)[CH2:49][CH:50]([CH3:52])[CH3:51])[CH2:5][CH2:4]1. (7) The product is: [CH2:1]([C@H:8]([NH:21][C:22]([C@@H:24]([NH:34][C:35]([C:37]1([NH:40][C:41]([CH:43]2[CH2:44][C:45]3[C:50](=[CH:49][CH:48]=[CH:47][CH:46]=3)[CH2:51]2)=[O:42])[CH2:38][CH2:39]1)=[O:36])[CH2:25][C:26]1[CH:27]=[CH:28][C:29]([O:32][CH3:33])=[CH:30][CH:31]=1)=[O:23])[C:9]([C:11](=[O:20])[NH:12][CH2:13][C:14]1[CH:15]=[CH:16][CH:17]=[CH:18][CH:19]=1)=[O:10])[C:2]1[CH:7]=[CH:6][CH:5]=[CH:4][CH:3]=1. Given the reactants [CH2:1]([C@H:8]([NH:21][C:22]([C@@H:24]([NH:34][C:35]([C:37]1([NH:40][C:41]([CH:43]2[CH2:51][C:50]3[C:45](=[CH:46][CH:47]=[CH:48][CH:49]=3)[CH2:44]2)=[O:42])[CH2:39][CH2:38]1)=[O:36])[CH2:25][C:26]1[CH:31]=[CH:30][C:29]([O:32][CH3:33])=[CH:28][CH:27]=1)=[O:23])[CH:9]([C:11](=[O:20])[NH:12][CH2:13][C:14]1[CH:19]=[CH:18][CH:17]=[CH:16][CH:15]=1)[OH:10])[C:2]1[CH:7]=[CH:6][CH:5]=[CH:4][CH:3]=1.CC(OI1(OC(C)=O)(OC(C)=O)OC(=O)C2C=CC=CC1=2)=O, predict the reaction product.